From a dataset of M1 muscarinic receptor antagonist screen with 61,756 compounds. Binary Classification. Given a drug SMILES string, predict its activity (active/inactive) in a high-throughput screening assay against a specified biological target. (1) The drug is s1c(NC(=O)CCC(=O)N(CC(=O)NCC2OCCC2)c2ccc(F)cc2)ncc1. The result is 0 (inactive). (2) The molecule is S(c1nc2CCCCCCc2cc1C#N)CC(=O)Nc1sc(c(c1C#N)C)C(OCC)=O. The result is 0 (inactive).